This data is from Full USPTO retrosynthesis dataset with 1.9M reactions from patents (1976-2016). The task is: Predict the reactants needed to synthesize the given product. (1) Given the product [C:9]([C:13]1[CH:18]=[CH:17][C:16]([C:3]2[CH:8]=[CH:7][N:6]=[CH:5][CH:4]=2)=[CH:15][CH:14]=1)([CH3:12])([CH3:11])[CH3:10], predict the reactants needed to synthesize it. The reactants are: Cl.Br[C:3]1[CH:8]=[CH:7][N:6]=[CH:5][CH:4]=1.[C:9]([C:13]1[CH:18]=[CH:17][C:16](B(O)O)=[CH:15][CH:14]=1)([CH3:12])([CH3:11])[CH3:10]. (2) Given the product [NH2:1][C:2]1[C:11]2[C:6](=[C:7]([C:25]3[CH:24]=[CH:23][CH:22]=[C:21]([O:20][CH3:19])[C:26]=3[O:27][CH3:28])[CH:8]=[CH:9][CH:10]=2)[N:5]=[N:4][C:3]=1[C:13]([NH:15][CH2:16][CH2:17][CH3:18])=[O:14], predict the reactants needed to synthesize it. The reactants are: [NH2:1][C:2]1[C:11]2[C:6](=[C:7](Br)[CH:8]=[CH:9][CH:10]=2)[N:5]=[N:4][C:3]=1[C:13]([NH:15][CH2:16][CH2:17][CH3:18])=[O:14].[CH3:19][O:20][C:21]1[C:26]([O:27][CH3:28])=[CH:25][CH:24]=[CH:23][C:22]=1B(O)O. (3) Given the product [ClH:13].[Cl:13][C:14]1[CH:15]=[C:16]([C:17]#[N:18])[CH:19]=[CH:20][C:21]=1[O:9][CH:6]1[CH2:7][CH2:8][N:2]([CH3:1])[CH2:3][C:4]2[O:12][CH:11]=[CH:10][C:5]1=2, predict the reactants needed to synthesize it. The reactants are: [CH3:1][N:2]1[CH2:8][CH2:7][CH:6]([OH:9])[C:5]2[CH:10]=[CH:11][O:12][C:4]=2[CH2:3]1.[Cl:13][C:14]1[CH:15]=[C:16]([CH:19]=[CH:20][C:21]=1F)[C:17]#[N:18]. (4) Given the product [Br:7][C:8]1[CH:9]=[C:10]([CH2:18][CH3:19])[C:11]([CH2:12][NH2:13])=[C:14]([CH2:16][CH3:17])[CH:15]=1, predict the reactants needed to synthesize it. The reactants are: [H-].[Al+3].[Li+].[H-].[H-].[H-].[Br:7][C:8]1[CH:15]=[C:14]([CH2:16][CH3:17])[C:11]([C:12]#[N:13])=[C:10]([CH2:18][CH3:19])[CH:9]=1.O.O.O.O.O.O.O.O.O.O.S([O-])([O-])(=O)=O.[Na+].[Na+]. (5) Given the product [C:1]([O:5][C:6](=[O:7])[CH2:8][C:9]1[CH:10]=[CH:11][C:12]([Cl:38])=[C:13]([F:37])[C:14]=1[N:15]1[C:19]([C:20]2[CH:25]=[CH:24][C:23]([F:26])=[C:22]([Cl:27])[CH:21]=2)=[C:18]([C:28]([NH:54][NH2:62])=[O:29])[N:17]=[C:16]1[CH:31]1[CH2:32][CH2:33][CH2:34][CH2:35][CH2:36]1)([CH3:3])([CH3:2])[CH3:4], predict the reactants needed to synthesize it. The reactants are: [C:1]([O:5][C:6]([CH2:8][C:9]1[C:14]([N:15]2[C:19]([C:20]3[CH:25]=[CH:24][C:23]([F:26])=[C:22]([Cl:27])[CH:21]=3)=[C:18]([C:28](O)=[O:29])[N:17]=[C:16]2[CH:31]2[CH2:36][CH2:35][CH2:34][CH2:33][CH2:32]2)=[C:13]([F:37])[C:12]([Cl:38])=[CH:11][CH:10]=1)=[O:7])([CH3:4])([CH3:3])[CH3:2].CN1CCOCC1.CN(C(O[N:54]1[N:62]=NC2C=CC=NC1=2)=[N+](C)C)C.F[P-](F)(F)(F)(F)F.NN.C1COCC1. (6) Given the product [Cl:1][C:2]1[CH:3]=[C:4]([C:12]2[S:16][C:15]([C:17]3[CH:22]=[CH:21][N:20]=[C:19]4[N:23]([CH2:26][CH2:27][CH2:28][C:29]([OH:31])=[O:30])[CH:24]=[CH:25][C:18]=34)=[N:14][N:13]=2)[CH:5]=[CH:6][C:7]=1[O:8][CH:9]([CH3:11])[CH3:10], predict the reactants needed to synthesize it. The reactants are: [Cl:1][C:2]1[CH:3]=[C:4]([C:12]2[S:16][C:15]([C:17]3[CH:22]=[CH:21][N:20]=[C:19]4[N:23]([CH2:26][CH2:27][CH2:28][C:29]([O:31]CC)=[O:30])[CH:24]=[CH:25][C:18]=34)=[N:14][N:13]=2)[CH:5]=[CH:6][C:7]=1[O:8][CH:9]([CH3:11])[CH3:10].[OH-].[Li+].CC(O)=O. (7) Given the product [NH2:23][C:24]1[N:29]=[CH:28][N:27]=[C:26]2[N:30]([CH2:47][C@@H:48]3[CH2:52][CH2:51][CH2:50][N:49]3[C:53]([C:54](=[CH:3][C:2]([CH3:5])([N:6]3[CH2:11][CH2:10][N:9]([CH3:12])[CH2:8][CH2:7]3)[CH3:1])[C:55]#[N:56])=[O:57])[N:31]=[C:32]([C:33]3[CH:38]=[CH:37][C:36]([O:39][C:40]4[CH:41]=[CH:42][CH:43]=[CH:44][CH:45]=4)=[CH:35][C:34]=3[F:46])[C:25]=12, predict the reactants needed to synthesize it. The reactants are: [CH3:1][C:2]([N:6]1[CH2:11][CH2:10][N:9]([CH3:12])[CH2:8][CH2:7]1)([CH3:5])[CH:3]=O.N1CCCC1.[Si](Cl)(C)(C)C.[NH2:23][C:24]1[N:29]=[CH:28][N:27]=[C:26]2[N:30]([CH2:47][C@@H:48]3[CH2:52][CH2:51][CH2:50][N:49]3[C:53](=[O:57])[CH2:54][C:55]#[N:56])[N:31]=[C:32]([C:33]3[CH:38]=[CH:37][C:36]([O:39][C:40]4[CH:45]=[CH:44][CH:43]=[CH:42][CH:41]=4)=[CH:35][C:34]=3[F:46])[C:25]=12.